This data is from NCI-60 drug combinations with 297,098 pairs across 59 cell lines. The task is: Regression. Given two drug SMILES strings and cell line genomic features, predict the synergy score measuring deviation from expected non-interaction effect. (1) Drug 1: CC1C(C(=O)NC(C(=O)N2CCCC2C(=O)N(CC(=O)N(C(C(=O)O1)C(C)C)C)C)C(C)C)NC(=O)C3=C4C(=C(C=C3)C)OC5=C(C(=O)C(=C(C5=N4)C(=O)NC6C(OC(=O)C(N(C(=O)CN(C(=O)C7CCCN7C(=O)C(NC6=O)C(C)C)C)C)C(C)C)C)N)C. Drug 2: COC1=C2C(=CC3=C1OC=C3)C=CC(=O)O2. Cell line: HOP-62. Synergy scores: CSS=34.7, Synergy_ZIP=-6.47, Synergy_Bliss=-8.29, Synergy_Loewe=-69.8, Synergy_HSA=-10.3. (2) Drug 1: CCC1(CC2CC(C3=C(CCN(C2)C1)C4=CC=CC=C4N3)(C5=C(C=C6C(=C5)C78CCN9C7C(C=CC9)(C(C(C8N6C=O)(C(=O)OC)O)OC(=O)C)CC)OC)C(=O)OC)O.OS(=O)(=O)O. Drug 2: C1=CN(C=N1)CC(O)(P(=O)(O)O)P(=O)(O)O. Cell line: MDA-MB-231. Synergy scores: CSS=0.679, Synergy_ZIP=1.56, Synergy_Bliss=3.00, Synergy_Loewe=-0.633, Synergy_HSA=-0.190. (3) Drug 1: CCCS(=O)(=O)NC1=C(C(=C(C=C1)F)C(=O)C2=CNC3=C2C=C(C=N3)C4=CC=C(C=C4)Cl)F. Drug 2: C1=CN(C=N1)CC(O)(P(=O)(O)O)P(=O)(O)O. Cell line: LOX IMVI. Synergy scores: CSS=17.6, Synergy_ZIP=-11.1, Synergy_Bliss=-12.3, Synergy_Loewe=-23.3, Synergy_HSA=-10.7. (4) Drug 1: CN1C(=O)N2C=NC(=C2N=N1)C(=O)N. Drug 2: CC(C)(C#N)C1=CC=C(C=C1)N2C3=C4C=C(C=CC4=NC=C3N(C2=O)C)C5=CC6=CC=CC=C6N=C5. Cell line: HCT116. Synergy scores: CSS=36.7, Synergy_ZIP=2.30, Synergy_Bliss=0.0129, Synergy_Loewe=-81.6, Synergy_HSA=-1.83. (5) Drug 1: CC(C)NC(=O)C1=CC=C(C=C1)CNNC.Cl. Drug 2: C1CNP(=O)(OC1)N(CCCl)CCCl. Cell line: HOP-92. Synergy scores: CSS=-1.78, Synergy_ZIP=1.22, Synergy_Bliss=-0.590, Synergy_Loewe=-3.14, Synergy_HSA=-3.15. (6) Drug 1: CCCCC(=O)OCC(=O)C1(CC(C2=C(C1)C(=C3C(=C2O)C(=O)C4=C(C3=O)C=CC=C4OC)O)OC5CC(C(C(O5)C)O)NC(=O)C(F)(F)F)O. Drug 2: C1C(C(OC1N2C=NC(=NC2=O)N)CO)O. Cell line: BT-549. Synergy scores: CSS=34.4, Synergy_ZIP=-9.59, Synergy_Bliss=-7.74, Synergy_Loewe=-8.72, Synergy_HSA=-7.04. (7) Drug 1: CC1C(C(CC(O1)OC2CC(CC3=C2C(=C4C(=C3O)C(=O)C5=C(C4=O)C(=CC=C5)OC)O)(C(=O)C)O)N)O.Cl. Drug 2: CC=C1C(=O)NC(C(=O)OC2CC(=O)NC(C(=O)NC(CSSCCC=C2)C(=O)N1)C(C)C)C(C)C. Cell line: MDA-MB-435. Synergy scores: CSS=43.3, Synergy_ZIP=6.26, Synergy_Bliss=5.65, Synergy_Loewe=-23.2, Synergy_HSA=3.99.